From a dataset of Full USPTO retrosynthesis dataset with 1.9M reactions from patents (1976-2016). Predict the reactants needed to synthesize the given product. Given the product [NH2:1][C:2]1[C:7]([F:8])=[C:6]([Sn:16]([CH3:22])([CH3:21])[CH3:15])[N:5]=[C:4]([C:10]([O:12][CH3:13])=[O:11])[C:3]=1[Cl:14], predict the reactants needed to synthesize it. The reactants are: [NH2:1][C:2]1[C:7]([F:8])=[C:6](Br)[N:5]=[C:4]([C:10]([O:12][CH3:13])=[O:11])[C:3]=1[Cl:14].[CH3:15][Sn:16]([CH3:22])([CH3:21])[Sn:16]([CH3:22])([CH3:21])[CH3:15].